This data is from Full USPTO retrosynthesis dataset with 1.9M reactions from patents (1976-2016). The task is: Predict the reactants needed to synthesize the given product. (1) The reactants are: [CH3:1][C:2](=[N:4][OH:5])[CH3:3].C([Li])CCC.CO[C:13](=O)[C:14]1[CH:19]=[CH:18][C:17]([CH3:20])=[C:16]([C:21]2[C:32](=[O:33])[N:31]([CH3:34])[C:24]3[N:25]=[C:26]([S:29][CH3:30])[N:27]=[CH:28][C:23]=3[CH:22]=2)[CH:15]=1.S(=O)(=O)(O)O.[OH-].[Na+]. Given the product [CH3:34][N:31]1[C:24]2[N:25]=[C:26]([S:29][CH3:30])[N:27]=[CH:28][C:23]=2[CH:22]=[C:21]([C:16]2[CH:15]=[C:14]([C:13]3[O:5][N:4]=[C:2]([CH3:3])[CH:1]=3)[CH:19]=[CH:18][C:17]=2[CH3:20])[C:32]1=[O:33], predict the reactants needed to synthesize it. (2) Given the product [F:34][C:35]([F:40])([F:39])[C:36]([OH:38])=[O:37].[CH2:1]([O:8][C:9](=[O:33])[CH2:10][C@@H:11]([NH2:25])[C:12]([NH:14][C@@H:15]([CH2:18][C:19]1[CH:24]=[CH:23][CH:22]=[CH:21][CH:20]=1)[CH2:16][OH:17])=[O:13])[C:2]1[CH:3]=[CH:4][CH:5]=[CH:6][CH:7]=1, predict the reactants needed to synthesize it. The reactants are: [CH2:1]([O:8][C:9](=[O:33])[CH2:10][C@@H:11]([NH:25]C(OC(C)(C)C)=O)[C:12]([NH:14][C@@H:15]([CH2:18][C:19]1[CH:24]=[CH:23][CH:22]=[CH:21][CH:20]=1)[CH2:16][OH:17])=[O:13])[C:2]1[CH:7]=[CH:6][CH:5]=[CH:4][CH:3]=1.[F:34][C:35]([F:40])([F:39])[C:36]([OH:38])=[O:37]. (3) Given the product [CH3:11][N:12]1[C:1]([C:2]2[CH:3]=[N:4][CH:5]=[CH:6][CH:7]=2)=[N:9][N:10]=[C:13]1[S:14][CH3:17], predict the reactants needed to synthesize it. The reactants are: [C:1]([NH:9][NH2:10])(=O)[C:2]1[CH:7]=[CH:6][CH:5]=[N:4][CH:3]=1.[CH3:11][N:12]=[C:13]=[S:14].NN[C:17](NN)=S.C(N(CCCC)CCCC)CCC.CI. (4) Given the product [Br:1][C:2]1[CH:3]=[CH:4][C:5]([CH2:8][CH2:9][CH2:10][O:11][Si:17]([C:20]([CH3:23])([CH3:22])[CH3:21])([CH3:19])[CH3:18])=[CH:6][CH:7]=1, predict the reactants needed to synthesize it. The reactants are: [Br:1][C:2]1[CH:7]=[CH:6][C:5]([CH2:8][CH2:9][CH2:10][OH:11])=[CH:4][CH:3]=1.N1C=CN=C1.[Si:17](Cl)([C:20]([CH3:23])([CH3:22])[CH3:21])([CH3:19])[CH3:18]. (5) Given the product [Cl:28][C:26]1[CH:25]=[C:24]([F:29])[C:23]([C:30]2[N:31]=[N:32][N:33]([CH3:35])[N:34]=2)=[C:22]([C:19]2[CH:20]=[CH:21][C:14]3[CH:13]([NH:12][C:11]([C:8]4([NH2:7])[CH2:10][CH2:9]4)=[O:36])[CH2:17][S:16][C:15]=3[CH:18]=2)[CH:27]=1, predict the reactants needed to synthesize it. The reactants are: C(OC(=O)[NH:7][C:8]1([C:11](=[O:36])[NH:12][CH:13]2[CH2:17][S:16][C:15]3[CH:18]=[C:19]([C:22]4[CH:27]=[C:26]([Cl:28])[CH:25]=[C:24]([F:29])[C:23]=4[C:30]4[N:31]=[N:32][N:33]([CH3:35])[N:34]=4)[CH:20]=[CH:21][C:14]2=3)[CH2:10][CH2:9]1)(C)(C)C.FC(F)(F)C(O)=O. (6) Given the product [Cl:1][C:2]1[CH:7]=[C:6]([CH3:8])[CH:5]=[C:4]([Cl:10])[N:3]=1, predict the reactants needed to synthesize it. The reactants are: [Cl:1][C:2]1[CH:7]=[C:6]([CH2:8]Cl)[CH:5]=[C:4]([Cl:10])[N:3]=1.COC1C=CC2N=CC=C([C@@H](O)[C@H]3N4C[C@H](C=C)[C@@H](CC4)C3)C=2C=1.